This data is from Forward reaction prediction with 1.9M reactions from USPTO patents (1976-2016). The task is: Predict the product of the given reaction. (1) The product is: [F:1][C:2]1[CH:7]=[C:6]([I:8])[CH:5]=[CH:4][C:3]=1[NH:9][C:10]1[CH:18]=[N:17][CH:16]=[CH:15][C:11]=1[C:12]([NH:22][CH2:21][C:20]([F:24])([F:23])[F:19])=[O:14]. Given the reactants [F:1][C:2]1[CH:7]=[C:6]([I:8])[CH:5]=[CH:4][C:3]=1[NH:9][C:10]1[CH:18]=[N:17][CH:16]=[CH:15][C:11]=1[C:12]([OH:14])=O.[F:19][C:20]([F:24])([F:23])[CH2:21][NH2:22], predict the reaction product. (2) Given the reactants [Cl:1][C:2]1[CH:7]=[CH:6][C:5]([O:8][CH2:9][CH:10]([N:15]=[N+]=[N-])[CH2:11][N:12]=[N+]=[N-])=[CH:4][CH:3]=1, predict the reaction product. The product is: [Cl:1][C:2]1[CH:3]=[CH:4][C:5]([O:8][CH2:9][CH:10]([NH2:15])[CH2:11][NH2:12])=[CH:6][CH:7]=1. (3) Given the reactants Br[N:2]1[C:6]2[N:7]=[CH:8][CH2:9][NH:10][C:5]=2[CH:4]=[CH:3]1.[C:11]([C:13]1[CH:14]=[C:15]([NH:20][C:21]([NH:23][C:24]2[CH:29]=[CH:28][C:27]([CH2:30][N:31]3[CH2:36][CH2:35][N:34]([CH3:37])[CH2:33][CH2:32]3)=[C:26]([C:38]([F:41])([F:40])[F:39])[CH:25]=2)=[O:22])[CH:16]=[CH:17][C:18]=1[CH3:19])#[CH:12], predict the reaction product. The product is: [NH:10]1[CH2:9][CH:8]=[N:7][C:6]2[N:2]([C:12]#[C:11][C:13]3[CH:14]=[C:15]([NH:20][C:21]([NH:23][C:24]4[CH:29]=[CH:28][C:27]([CH2:30][N:31]5[CH2:36][CH2:35][N:34]([CH3:37])[CH2:33][CH2:32]5)=[C:26]([C:38]([F:41])([F:39])[F:40])[CH:25]=4)=[O:22])[CH:16]=[CH:17][C:18]=3[CH3:19])[CH:3]=[CH:4][C:5]1=2. (4) The product is: [CH2:30]([O:29][C:26]1[CH:25]=[CH:24][C:23]([CH2:22][C:3]2[CH:4]=[C:5]([C@@:8]34[O:15][C@@:12]([CH:16]([OH:18])[CH3:17])([CH2:13][O:14]3)[C@@H:11]([OH:19])[C@H:10]([OH:20])[C@H:9]4[OH:21])[CH:6]=[CH:7][CH:2]=2)=[CH:28][CH:27]=1)[CH3:31]. Given the reactants Cl[C:2]1[CH:7]=[CH:6][C:5]([C@@:8]23[O:15][C@@:12]([CH:16]([OH:18])[CH3:17])([CH2:13][O:14]2)[C@@H:11]([OH:19])[C@H:10]([OH:20])[C@H:9]3[OH:21])=[CH:4][C:3]=1[CH2:22][C:23]1[CH:28]=[CH:27][C:26]([O:29][CH2:30][CH3:31])=[CH:25][CH:24]=1.C(N(CC)CC)C, predict the reaction product. (5) Given the reactants [O:1]1[CH2:6][CH2:5][NH:4][C@@H:3]2[CH2:7][N:8]([C:10]3[N:15]=[C:14]([NH:16][C:17]4[CH:21]=[CH:20][NH:19][N:18]=4)[CH:13]=[C:12]([CH3:22])[N:11]=3)[CH2:9][C@@H:2]12.[C:23](=O)([O:34][C@@H:35]([CH3:40])[C:36]([F:39])([F:38])[F:37])[O:24]C1C=CC([N+]([O-])=O)=CC=1.CCN(C(C)C)C(C)C, predict the reaction product. The product is: [CH3:22][C:12]1[CH:13]=[C:14]([NH:16][C:17]2[CH:21]=[CH:20][NH:19][N:18]=2)[N:15]=[C:10]([N:8]2[CH2:7][C@@H:3]3[C@H:2]([O:1][CH2:6][CH2:5][N:4]3[C:23]([O:34][C@@H:35]([CH3:40])[C:36]([F:39])([F:38])[F:37])=[O:24])[CH2:9]2)[N:11]=1. (6) Given the reactants [CH2:1]([O:3][C:4](=[O:11])[C:5]([CH3:10])([CH3:9])[C:6](O)=[O:7])[CH3:2].C1CCC(N=C=NC2CCCCC2)CC1.CN(C1C=CC=CN=1)C.[CH3:36][S:37]([NH2:40])(=[O:39])=[O:38], predict the reaction product. The product is: [CH3:9][C:5]([CH3:10])([C:6]([NH:40][S:37]([CH3:36])(=[O:39])=[O:38])=[O:7])[C:4]([O:3][CH2:1][CH3:2])=[O:11].